Task: Predict which catalyst facilitates the given reaction.. Dataset: Catalyst prediction with 721,799 reactions and 888 catalyst types from USPTO (1) Reactant: [CH3:1][O:2][C:3]1[CH:12]=[CH:11][CH:10]=[C:9]2[C:4]=1[CH:5]=[C:6](C(O)=O)[CH2:7][O:8]2.C(N(CC)CC)C.C1(P(N=[N+]=[N-])(C2C=CC=CC=2)=[O:30])C=CC=CC=1. Product: [CH3:1][O:2][C:3]1[CH:12]=[CH:11][CH:10]=[C:9]2[C:4]=1[CH2:5][C:6](=[O:30])[CH2:7][O:8]2. The catalyst class is: 390. (2) Reactant: [CH:1]1([C:4]2[C:5]([N:24]([C:29]3[CH:34]=[CH:33][C:32]([B:35]4[O:39]C(C)(C)C(C)(C)[O:36]4)=[CH:31][C:30]=3[F:44])[S:25]([CH3:28])(=[O:27])=[O:26])=[CH:6][C:7]3[O:11][C:10]([C:12]4[CH:17]=[CH:16][C:15]([F:18])=[CH:14][CH:13]=4)=[C:9]([C:19]([NH:21][CH3:22])=[O:20])[C:8]=3[CH:23]=2)[CH2:3][CH2:2]1.C1(B(O)O)C=CC=CC=1.Cl. The catalyst class is: 7. Product: [CH:1]1([C:4]2[C:5]([N:24]([C:29]3[CH:34]=[CH:33][C:32]([B:35]([OH:39])[OH:36])=[CH:31][C:30]=3[F:44])[S:25]([CH3:28])(=[O:27])=[O:26])=[CH:6][C:7]3[O:11][C:10]([C:12]4[CH:17]=[CH:16][C:15]([F:18])=[CH:14][CH:13]=4)=[C:9]([C:19](=[O:20])[NH:21][CH3:22])[C:8]=3[CH:23]=2)[CH2:3][CH2:2]1. (3) Reactant: [CH:1]1([NH:4][C:5]2[C:10]([C:11]([NH2:13])=[O:12])=[CH:9][N:8]=[C:7]([NH:14][C:15]3[CH:20]=[CH:19][C:18]([CH:21]4[CH2:26][CH2:25][NH:24][CH2:23][CH2:22]4)=[CH:17][CH:16]=3)[N:6]=2)[CH2:3][CH2:2]1.CCN(C(C)C)C(C)C.[F:36][C:37]([F:41])([F:40])[CH2:38]I. Product: [CH:1]1([NH:4][C:5]2[C:10]([C:11]([NH2:13])=[O:12])=[CH:9][N:8]=[C:7]([NH:14][C:15]3[CH:20]=[CH:19][C:18]([CH:21]4[CH2:26][CH2:25][N:24]([CH2:38][C:37]([F:41])([F:40])[F:36])[CH2:23][CH2:22]4)=[CH:17][CH:16]=3)[N:6]=2)[CH2:3][CH2:2]1. The catalyst class is: 37. (4) Reactant: C(O[C:6](=O)[N:7]([CH2:9][CH2:10][O:11][CH2:12][CH2:13][F:14])C)(C)(C)C.[ClH:16]. Product: [ClH:16].[F:14][CH2:13][CH2:12][O:11][CH2:10][CH2:9][NH:7][CH3:6]. The catalyst class is: 12. (5) Reactant: C([O:5][C:6]([C:8]1([CH3:34])[CH:12]([C:13]2[CH:18]=[CH:17][CH:16]=[C:15]([Cl:19])[CH:14]=2)[C:11]([C:22]2[CH:27]=[CH:26][C:25]([Cl:28])=[CH:24][CH:23]=2)([C:20]#[N:21])[CH:10]([CH2:29][C:30]([CH3:33])([CH3:32])[CH3:31])[NH:9]1)=[O:7])(C)(C)C.[F:35][C:36]([F:41])([F:40])[C:37]([OH:39])=[O:38]. Product: [F:35][C:36]([F:41])([F:40])[C:37]([OH:39])=[O:38].[Cl:19][C:15]1[CH:14]=[C:13]([CH:12]2[C:11]([C:22]3[CH:27]=[CH:26][C:25]([Cl:28])=[CH:24][CH:23]=3)([C:20]#[N:21])[CH:10]([CH2:29][C:30]([CH3:31])([CH3:32])[CH3:33])[NH:9][C:8]2([CH3:34])[C:6]([OH:7])=[O:5])[CH:18]=[CH:17][CH:16]=1. The catalyst class is: 4. (6) Reactant: C(N(CC)CC)C.Cl[C:9]1[C:14]([C:15]([O:17]CC)=O)=[CH:13][N:12]=[C:11]([S:20][CH3:21])[N:10]=1.[C:22]1([NH:28][NH2:29])[CH:27]=[CH:26][CH:25]=[CH:24][CH:23]=1. Product: [CH3:21][S:20][C:11]1[N:10]=[C:9]2[N:28]([C:22]3[CH:27]=[CH:26][CH:25]=[CH:24][CH:23]=3)[NH:29][C:15](=[O:17])[C:14]2=[CH:13][N:12]=1. The catalyst class is: 7.